Dataset: Acute oral toxicity (LD50) regression data from Zhu et al.. Task: Regression/Classification. Given a drug SMILES string, predict its toxicity properties. Task type varies by dataset: regression for continuous values (e.g., LD50, hERG inhibition percentage) or binary classification for toxic/non-toxic outcomes (e.g., AMES mutagenicity, cardiotoxicity, hepatotoxicity). Dataset: ld50_zhu. (1) The drug is CN(C)C(=O)ON=C(C#N)c1ccccc1. The rat oral LD50 is 3.85, given as -log10 of the dose in mol/kg body weight (higher means more acutely toxic). (2) The compound is O=C1c2ccccc2C(=O)C1c1ccc(Cl)cc1. The rat oral LD50 is 2.95, given as -log10 of the dose in mol/kg body weight (higher means more acutely toxic). (3) The drug is CCCCC(CC)C(=O)O. The rat oral LD50 is 1.68, given as -log10 of the dose in mol/kg body weight (higher means more acutely toxic). (4) The drug is CCOCc1cnc(C)nc1N. The rat oral LD50 is 2.06, given as -log10 of the dose in mol/kg body weight (higher means more acutely toxic). (5) The drug is O=S(=O)(O)c1cc(Nc2nc(Cl)nc(Cl)n2)c2c(O)c(N=Nc3ccccc3)c(S(=O)(=O)O)cc2c1. The rat oral LD50 is 1.88, given as -log10 of the dose in mol/kg body weight (higher means more acutely toxic). (6) The compound is C(=Nc1ccc(N=Cc2ccco2)cc1)c1ccco1. The rat oral LD50 is 2.34, given as -log10 of the dose in mol/kg body weight (higher means more acutely toxic). (7) The molecule is O=c1oc2ccccc2c(O)c1C1CC(c2ccc(-c3ccccc3)cc2)Cc2ccccc21. The rat oral LD50 is 5.82, given as -log10 of the dose in mol/kg body weight (higher means more acutely toxic).